From a dataset of Forward reaction prediction with 1.9M reactions from USPTO patents (1976-2016). Predict the product of the given reaction. (1) Given the reactants Br[C:2]1[CH:7]=[C:6]([CH3:8])[C:5]([Br:9])=[CH:4][N:3]=1.[Br-].[CH:11]1([Zn+])[CH2:13][CH2:12]1.C([O-])(O)=O.[Na+], predict the reaction product. The product is: [Br:9][C:5]1[C:6]([CH3:8])=[CH:7][C:2]([CH:11]2[CH2:13][CH2:12]2)=[N:3][CH:4]=1. (2) Given the reactants C1(C)C=C[C:4]([S:7](O)(=O)=O)=[CH:3]C=1.[NH2:12][C:13]([CH2:17][C:18]#[N:19])(O)C#N.C(SCC)(=S)C.[N:26]1C=CC=CC=1, predict the reaction product. The product is: [NH2:12][C:13]1[S:7][C:4]([CH3:3])=[N:26][C:17]=1[C:18]#[N:19]. (3) Given the reactants C([O:3][C:4](=[O:49])[CH2:5][NH:6][C:7](=[O:48])[NH:8][CH2:9][C@:10]12[CH2:44][CH2:43][C@@H:42]([C:45]([CH3:47])=[CH2:46])[C@@H:11]1[C@@H:12]1[C@@:25]([CH3:28])([CH2:26][CH2:27]2)[C@@:24]2([CH3:29])[C@@H:15]([C@:16]3([CH3:41])[C@@H:21]([CH2:22][CH2:23]2)[C:20]([CH3:31])([CH3:30])[C:19]([C:32]2[CH:40]=[CH:39][C:35]([C:36]([OH:38])=[O:37])=[CH:34][CH:33]=2)=[CH:18][CH2:17]3)[CH2:14][CH2:13]1)C.[OH-].[Na+], predict the reaction product. The product is: [C:4]([CH2:5][NH:6][C:7](=[O:48])[NH:8][CH2:9][C@:10]12[CH2:44][CH2:43][C@@H:42]([C:45]([CH3:47])=[CH2:46])[C@@H:11]1[C@@H:12]1[C@@:25]([CH3:28])([CH2:26][CH2:27]2)[C@@:24]2([CH3:29])[C@@H:15]([C@:16]3([CH3:41])[C@@H:21]([CH2:22][CH2:23]2)[C:20]([CH3:31])([CH3:30])[C:19]([C:32]2[CH:33]=[CH:34][C:35]([C:36]([OH:38])=[O:37])=[CH:39][CH:40]=2)=[CH:18][CH2:17]3)[CH2:14][CH2:13]1)([OH:49])=[O:3]. (4) Given the reactants [CH3:1][O:2][C:3]1[CH:4]=[C:5]2[C:10](=[CH:11][CH:12]=1)[O:9][CH2:8][CH:7]([CH2:13][NH2:14])[CH2:6]2.C(N(CC)CC)C.[C:22](Cl)(=[O:26])[CH2:23][CH2:24][CH3:25].Cl, predict the reaction product. The product is: [CH3:1][O:2][C:3]1[CH:4]=[C:5]2[C:10](=[CH:11][CH:12]=1)[O:9][CH2:8][CH:7]([CH2:13][NH:14][C:22](=[O:26])[CH2:23][CH2:24][CH3:25])[CH2:6]2. (5) Given the reactants O1CCOCC1.[O:7]1[CH2:11][CH2:10][O:9][CH:8]1[C:12]1[CH:13]=[C:14](B(O)O)[C:15]([F:18])=[N:16][CH:17]=1.Cl[C:23]1[N:28]=[C:27]([CH3:29])[N:26]=[C:25]([S:30][CH3:31])[N:24]=1.C([O-])([O-])=O.[Na+].[Na+], predict the reaction product. The product is: [O:7]1[CH2:11][CH2:10][O:9][CH:8]1[C:12]1[CH:13]=[C:14]([C:23]2[N:28]=[C:27]([CH3:29])[N:26]=[C:25]([S:30][CH3:31])[N:24]=2)[C:15]([F:18])=[N:16][CH:17]=1. (6) Given the reactants C[O:2][C:3]1[CH:12]=[C:11]2[C:6]([CH:7]=[C:8]([C:15]3[CH:20]=[CH:19][CH:18]=[C:17]([O:21]C)[CH:16]=3)[CH:9]=[C:10]2[C:13]#[N:14])=[CH:5][CH:4]=1.Cl.[NH+]1C=CC=CC=1.Cl, predict the reaction product. The product is: [OH:2][C:3]1[CH:12]=[C:11]2[C:6]([CH:7]=[C:8]([C:15]3[CH:20]=[CH:19][CH:18]=[C:17]([OH:21])[CH:16]=3)[CH:9]=[C:10]2[C:13]#[N:14])=[CH:5][CH:4]=1.